Dataset: Forward reaction prediction with 1.9M reactions from USPTO patents (1976-2016). Task: Predict the product of the given reaction. (1) The product is: [F:27][C:28]1[CH:29]=[C:30]([CH:35]2[CH2:44][CH2:43][C:42]3[C:37](=[CH:38][CH:39]=[C:40]([O:45][C:7]4[CH:6]=[CH:5][C:4]([N+:1]([O-:3])=[O:2])=[CH:9][N:8]=4)[CH:41]=3)[O:36]2)[CH:31]=[C:32]([F:34])[CH:33]=1. Given the reactants [N+:1]([C:4]1[CH:5]=[CH:6][C:7](OC2C=C3C(=CC=2)OC(C2C=CC=CC=2)CC3)=[N:8][CH:9]=1)([O-:3])=[O:2].[F:27][C:28]1[CH:29]=[C:30]([CH:35]2[CH2:44][CH2:43][C:42]3[C:37](=[CH:38][CH:39]=[C:40]([OH:45])[CH:41]=3)[O:36]2)[CH:31]=[C:32]([F:34])[CH:33]=1, predict the reaction product. (2) Given the reactants [Cl:1][C:2]1[CH:3]=[N:4][C:5]2[N:6]([N:8]=[C:9]([C:11]([OH:13])=O)[CH:10]=2)[CH:7]=1.[CH3:14][CH:15]1[NH:24][CH2:23][CH2:22][C:21]2[N:20]=[CH:19][CH:18]=[CH:17][C:16]1=2, predict the reaction product. The product is: [Cl:1][C:2]1[CH:3]=[N:4][C:5]2[N:6]([N:8]=[C:9]([C:11]([N:24]3[CH2:23][CH2:22][C:21]4[N:20]=[CH:19][CH:18]=[CH:17][C:16]=4[CH:15]3[CH3:14])=[O:13])[CH:10]=2)[CH:7]=1. (3) Given the reactants [CH3:1][C:2]1[N:3]=[C:4]([SH:15])[N:5]([C:8]2[CH:13]=[CH:12][C:11]([CH3:14])=[CH:10][CH:9]=2)[C:6]=1[CH3:7].[Br:16][C:17]1[CH:22]=[CH:21][CH:20]=[CH:19][C:18]=1[NH:23][C:24](=[O:27])[CH2:25]Cl.C(=O)([O-])[O-].[K+].[K+], predict the reaction product. The product is: [Br:16][C:17]1[CH:22]=[CH:21][CH:20]=[CH:19][C:18]=1[NH:23][C:24](=[O:27])[CH2:25][S:15][C:4]1[N:5]([C:8]2[CH:13]=[CH:12][C:11]([CH3:14])=[CH:10][CH:9]=2)[C:6]([CH3:7])=[C:2]([CH3:1])[N:3]=1. (4) The product is: [O:4]1[C:12]2[CH:11]=[CH:10][N:9]=[C:8]([N:13]3[CH2:18][CH2:17][N:16]([CH2:19][CH2:20][C@H:21]4[CH2:26][CH2:25][C@H:24]([NH:27][C:33](=[O:34])[CH2:32][CH2:31][CH:30]([O:37][CH3:38])[O:29][CH3:28])[CH2:23][CH2:22]4)[CH2:15][CH2:14]3)[C:7]=2[CH2:6][CH2:5]1. Given the reactants Cl.Cl.Cl.[O:4]1[C:12]2[CH:11]=[CH:10][N:9]=[C:8]([N:13]3[CH2:18][CH2:17][N:16]([CH2:19][CH2:20][C@H:21]4[CH2:26][CH2:25][C@H:24]([NH2:27])[CH2:23][CH2:22]4)[CH2:15][CH2:14]3)[C:7]=2[CH2:6][CH2:5]1.[CH3:28][O:29][CH:30]([O:37][CH3:38])[CH2:31][CH2:32][C:33](OC)=[O:34], predict the reaction product. (5) Given the reactants [CH3:1][C:2]1([CH3:23])[C:7]2[CH:8]=[C:9]([C:12]3[NH:16][C:15]([C:17]#[N:18])=[C:14]([N+:19]([O-])=O)[CH:13]=3)[CH:10]=[CH:11][C:6]=2[NH:5][C:4](=[O:22])[O:3]1.[NH4+].[Cl-], predict the reaction product. The product is: [NH2:19][C:14]1[CH:13]=[C:12]([C:9]2[CH:10]=[CH:11][C:6]3[NH:5][C:4](=[O:22])[O:3][C:2]([CH3:1])([CH3:23])[C:7]=3[CH:8]=2)[NH:16][C:15]=1[C:17]#[N:18]. (6) Given the reactants [OH:1][C:2]1([CH2:9][NH:10][C:11]([C:13]2[C:14]3[CH:15]=[CH:16][C:17]([CH:24]4[CH2:28][CH2:27][C:26](=O)[CH2:25]4)=[N:18][C:19]=3[CH:20]=[CH:21][C:22]=2[Cl:23])=[O:12])[CH2:7][CH2:6][CH2:5][CH:4]([CH3:8])[CH2:3]1.[CH3:30][NH:31][CH3:32], predict the reaction product. The product is: [OH:1][C:2]1([CH2:9][NH:10][C:11]([C:13]2[C:14]3[CH:15]=[CH:16][C:17]([CH:24]4[CH2:28][CH2:27][CH:26]([N:31]([CH3:32])[CH3:30])[CH2:25]4)=[N:18][C:19]=3[CH:20]=[CH:21][C:22]=2[Cl:23])=[O:12])[CH2:7][CH2:6][CH2:5][CH:4]([CH3:8])[CH2:3]1. (7) Given the reactants [F:1][C:2]([F:35])([F:34])[C:3]1[CH:4]=[C:5]([S:9]([N:12]2[C:21]3[C:16](=[CH:17][CH:18]=[C:19]([C:22]([NH:24][C:25]4[CH:33]=[CH:32][C:28]([C:29]([OH:31])=[O:30])=[CH:27][CH:26]=4)=[O:23])[CH:20]=3)[CH2:15][CH2:14][CH2:13]2)(=[O:11])=[O:10])[CH:6]=[CH:7][CH:8]=1.F[C:37](F)(F)[C:38]1C=C(S(Cl)(=O)=O)C=CC=1, predict the reaction product. The product is: [CH2:37]([O:30][C:29](=[O:31])[C:28]1[CH:27]=[CH:26][C:25]([NH:24][C:22]([C:19]2[CH:20]=[C:21]3[C:16]([CH2:15][CH2:14][CH2:13][N:12]3[S:9]([C:5]3[CH:6]=[CH:7][CH:8]=[C:3]([C:2]([F:1])([F:34])[F:35])[CH:4]=3)(=[O:10])=[O:11])=[CH:17][CH:18]=2)=[O:23])=[CH:33][CH:32]=1)[CH3:38].